Predict the reaction yield, written as a fraction of the theoretical maximum amount of product (1.0 means a 100% yield; for example, 0.34 means a 34% yield). From a dataset of Reaction yield outcomes from USPTO patents with 853,638 reactions. (1) The reactants are [CH3:1][C@H:2]([NH:10][CH3:11])[CH2:3][C:4]1[CH:5]=[CH:6][CH:7]=[CH:8][CH:9]=1.C(=O)([O-])[O-].[Na+].[Na+].[C:18]1([CH3:24])[CH:23]=[CH:22][CH:21]=[CH:20][CH:19]=1.C([Cl:32])C1C=CC=CC=1. The catalyst is O. The product is [CH3:1][C@H:2]([N:10]([CH2:24][C:18]1[CH:19]=[CH:20][CH:21]=[CH:22][CH:23]=1)[CH3:11])[CH2:3][C:4]1[CH:5]=[CH:6][CH:7]=[CH:8][CH:9]=1.[ClH:32]. The yield is 0.610. (2) The reactants are [CH3:1][O:2][C:3]1[CH:4]=[C:5]2[C:10](=[CH:11][CH:12]=1)[NH:9][CH2:8][CH2:7][CH2:6]2.[C:13](Cl)(=[O:17])[C:14](Cl)=[O:15].[Cl-].[Al+3].[Cl-].[Cl-]. The catalyst is C(Cl)Cl.Cl. The product is [CH3:1][O:2][C:3]1[CH:4]=[C:5]2[C:10]3=[C:11]([C:13](=[O:17])[C:14](=[O:15])[N:9]3[CH2:8][CH2:7][CH2:6]2)[CH:12]=1. The yield is 0.750. (3) The reactants are CO[CH:3](OC)[CH2:4][NH:5][C:6]([NH:8][CH:9]1[CH2:14][CH2:13][N:12]([C:15]([O:17][CH2:18][C:19]2[CH:24]=[CH:23][CH:22]=[CH:21][CH:20]=2)=[O:16])[CH2:11][CH2:10]1)=[O:7].Cl. The catalyst is O.CO. The product is [O:7]=[C:6]1[NH:5][CH:4]=[CH:3][N:8]1[CH:9]1[CH2:10][CH2:11][N:12]([C:15]([O:17][CH2:18][C:19]2[CH:20]=[CH:21][CH:22]=[CH:23][CH:24]=2)=[O:16])[CH2:13][CH2:14]1. The yield is 0.900. (4) The reactants are [F:1][C:2]1[CH:7]=[CH:6][C:5]([CH:8](C(OC)=O)[C:9]([O:11]C)=[O:10])=[C:4]([N+:17]([O-:19])=[O:18])[CH:3]=1.C(OCC)(=O)C.CCCCCC. The catalyst is Cl. The product is [F:1][C:2]1[CH:7]=[CH:6][C:5]([CH2:8][C:9]([OH:11])=[O:10])=[C:4]([N+:17]([O-:19])=[O:18])[CH:3]=1. The yield is 0.870. (5) The catalyst is CO.O. The product is [CH3:1][CH:2]([C:6]1[CH:7]=[C:8]([CH:14]=[CH:15][C:16]=1[OH:17])[C:9]([OH:11])=[O:10])[C:3]([CH3:5])=[CH2:4]. The yield is 0.510. The reactants are [CH3:1][CH:2]([C:6]1[CH:7]=[C:8]([CH:14]=[CH:15][C:16]=1[OH:17])[C:9]([O:11]CC)=[O:10])[C:3]([CH3:5])=[CH2:4].[OH-].[K+]. (6) The reactants are [Br:1][C:2]1[C:10]2[NH:9][N:8]=[C:7]([Cl:11])[C:6]=2[C:5]2[CH2:12][N:13]([CH2:23][C:24]([F:27])([F:26])[F:25])[C:14](=[O:22])[C@H:15]([CH2:17][C:18]([O:20]C)=[O:19])[CH2:16][C:4]=2[CH:3]=1.O.O.[OH-].[Li+]. The catalyst is O1CCCC1.CO. The product is [Br:1][C:2]1[C:10]2[NH:9][N:8]=[C:7]([Cl:11])[C:6]=2[C:5]2[CH2:12][N:13]([CH2:23][C:24]([F:25])([F:26])[F:27])[C:14](=[O:22])[C@H:15]([CH2:17][C:18]([OH:20])=[O:19])[CH2:16][C:4]=2[CH:3]=1. The yield is 1.00.